From a dataset of Full USPTO retrosynthesis dataset with 1.9M reactions from patents (1976-2016). Predict the reactants needed to synthesize the given product. (1) Given the product [F:1][C:2]1[CH:7]=[CH:6][C:5]([C:8]2[C:17]([N:18]3[CH2:23][CH2:22][CH2:21][CH2:20][C@@H:19]3[C:24]([F:27])([F:26])[F:25])=[N:16][C:15]3[C:10](=[CH:11][CH:12]=[C:13]([C:28]([OH:30])=[O:29])[CH:14]=3)[N:9]=2)=[CH:4][CH:3]=1, predict the reactants needed to synthesize it. The reactants are: [F:1][C:2]1[CH:7]=[CH:6][C:5]([C:8]2[C:17]([N:18]3[CH2:23][CH2:22][CH2:21][CH2:20][C@@H:19]3[C:24]([F:27])([F:26])[F:25])=[N:16][C:15]3[C:10](=[CH:11][CH:12]=[C:13]([C:28]([O:30]C)=[O:29])[CH:14]=3)[N:9]=2)=[CH:4][CH:3]=1.[OH-].[Na+]. (2) Given the product [Cl:2][C:3]1[CH:8]=[C:7]([F:9])[CH:6]=[CH:5][C:4]=1[C@H:10]1[C:15]([C:16]([O:18][CH2:19][CH3:20])=[O:17])=[C:14]([CH2:27][N:28]2[CH2:29][CH2:30][O:31][CH2:32][CH2:33]2)[NH:13][C:12]([C:34]2[S:35][CH:36]=[CH:37][N:38]=2)=[N:11]1, predict the reactants needed to synthesize it. The reactants are: [Li].[Cl:2][C:3]1[CH:8]=[C:7]([F:9])[CH:6]=[CH:5][C:4]=1[C@@H:10]1[C:15]([C:16]([O:18][C@H:19](C)[C:20](OC(C)C)=O)=[O:17])=[C:14]([CH2:27][N:28]2[CH2:33][CH2:32][O:31][CH2:30][CH2:29]2)[NH:13][C:12]([C:34]2[S:35][CH:36]=[CH:37][N:38]=2)=[N:11]1. (3) Given the product [C:21]([O:25][C:26]([N:28]1[CH2:29][CH:30]=[C:31]([C:13]2[CH:12]=[N:11][C:7]3[NH:8][CH2:9][CH2:10][N:5]([CH2:4][C:3]4[CH:16]=[C:17]([Cl:20])[CH:18]=[CH:19][C:2]=4[Cl:1])[C:6]=3[CH:14]=2)[CH2:32][CH2:33]1)=[O:27])([CH3:24])([CH3:22])[CH3:23], predict the reactants needed to synthesize it. The reactants are: [Cl:1][C:2]1[CH:19]=[CH:18][C:17]([Cl:20])=[CH:16][C:3]=1[CH2:4][N:5]1[CH2:10][CH2:9][NH:8][C:7]2[N:11]=[CH:12][C:13](I)=[CH:14][C:6]1=2.[C:21]([O:25][C:26]([N:28]1[CH2:33][CH:32]=[C:31](B2OC(C)(C)C(C)(C)O2)[CH2:30][CH2:29]1)=[O:27])([CH3:24])([CH3:23])[CH3:22]. (4) The reactants are: [NH2:1][C:2]1[CH:7]=[CH:6][C:5]([S:8]([NH:11][C:12]2[CH:13]=[C:14]3[C:18](=[CH:19][C:20]=2[Br:21])[NH:17][CH:16]=[CH:15]3)(=[O:10])=[O:9])=[CH:4][CH:3]=1.[CH3:22][Si]([N-][Si](C)(C)C)(C)C.[Na+].[CH3:32]I.C(=O)(O)[O-].[Na+].[CH3:39][N:40]([CH:42]=O)[CH3:41]. Given the product [NH2:1][C:2]1[CH:7]=[CH:6][C:5]([S:8]([N:11]([C:12]2[CH:13]=[C:14]3[C:39](=[CH:19][C:20]=2[Br:21])[N:40]([CH3:41])[CH:42]=[CH:15]3)[CH3:32])(=[O:10])=[O:9])=[CH:4][CH:3]=1.[NH2:1][C:2]1[CH:7]=[CH:6][C:5]([S:8]([N:11]([C:12]2[CH:13]=[C:14]3[C:18](=[CH:19][C:20]=2[Br:21])[NH:17][CH:16]=[CH:15]3)[CH3:22])(=[O:10])=[O:9])=[CH:4][CH:3]=1, predict the reactants needed to synthesize it. (5) Given the product [CH2:46]([N:45]1[CH2:44][C:1](=[O:3])[NH:8][C@@H:9]([CH2:10][C:11]2[CH:16]=[CH:15][CH:14]=[CH:13][C:12]=2[CH3:17])[C:18]1=[O:20])[C:47]1[CH:52]=[CH:51][CH:50]=[CH:49][CH:48]=1, predict the reactants needed to synthesize it. The reactants are: [C:1]([NH:8][C@H:9]([C:18]([OH:20])=O)[CH2:10][C:11]1[CH:16]=[CH:15][CH:14]=[CH:13][C:12]=1[CH3:17])([O:3]C(C)(C)C)=O.C1C=CC2N(O)N=NC=2C=1.C(N(C(C)C)CC)(C)C.C(OC(=O)[CH2:44][NH:45][CH2:46][C:47]1[CH:52]=[CH:51][CH:50]=[CH:49][CH:48]=1)C.CN(C(ON1N=NC2C=CC=CC1=2)=[N+](C)C)C.F[P-](F)(F)(F)(F)F.Cl. (6) Given the product [CH2:23]([N:30]1[C:38]2[C:33](=[N:34][CH:35]=[CH:36][C:37]=2[N:39]2[CH2:48][CH2:47][C:46]3[C:41](=[CH:42][CH:43]=[CH:44][CH:45]=3)[CH2:40]2)[C:32]([CH2:49][OH:20])=[C:31]1[CH3:50])[C:24]1[CH:25]=[CH:26][CH:27]=[CH:28][CH:29]=1, predict the reactants needed to synthesize it. The reactants are: [N+]([O-])([O-])=O.[Ce+4].[NH4+].[N+]([O-])([O-])=O.[N+]([O-])([O-])=O.[N+]([O-])([O-])=O.[N+]([O-])([O-])=[O:20].[CH2:23]([N:30]1[C:38]2[C:33](=[N:34][CH:35]=[CH:36][C:37]=2[N:39]2[CH2:48][CH2:47][C:46]3[C:41](=[CH:42][CH:43]=[CH:44][CH:45]=3)[CH2:40]2)[C:32]([CH3:49])=[C:31]1[CH3:50])[C:24]1[CH:29]=[CH:28][CH:27]=[CH:26][CH:25]=1. (7) Given the product [CH3:12][C:13]1[C:21]([N+:22]([O-:24])=[O:23])=[CH:20][CH:19]=[C:18]2[C:14]=1[C:15](=[O:26])[C:16](=[O:25])[NH:17]2.[CH3:1][NH:38][S:35]([C:29]1[CH:28]=[CH:27][C:32]([NH:33][N:34]=[C:15]2[C:14]3[C:18](=[CH:19][CH:20]=[C:21]([N+:22]([O-:24])=[O:23])[C:13]=3[CH3:12])[NH:17][C:16]2=[O:25])=[CH:31][CH:30]=1)(=[O:36])=[O:37], predict the reactants needed to synthesize it. The reactants are: [CH3:1]C1C=C(C=CC=1[N+]([O-])=O)N.[CH3:12][C:13]1[C:21]([N+:22]([O-:24])=[O:23])=[CH:20][CH:19]=[C:18]2[C:14]=1[C:15](=[O:26])[C:16](=[O:25])[NH:17]2.[CH:27]1[C:32]([NH:33][NH2:34])=[CH:31][CH:30]=[C:29]([S:35]([NH2:38])(=[O:37])=[O:36])[CH:28]=1.Cl.